Dataset: Full USPTO retrosynthesis dataset with 1.9M reactions from patents (1976-2016). Task: Predict the reactants needed to synthesize the given product. (1) Given the product [CH2:20]([O:19][C:18](=[O:22])[NH:14][C:11]1[CH:12]=[CH:13][C:8]([O:7][CH2:6][C:5]2[CH:16]=[CH:17][C:2]([F:1])=[CH:3][CH:4]=2)=[CH:9][C:10]=1[NH2:15])[CH3:21], predict the reactants needed to synthesize it. The reactants are: [F:1][C:2]1[CH:17]=[CH:16][C:5]([CH2:6][O:7][C:8]2[CH:9]=[C:10]([NH2:15])[C:11]([NH2:14])=[CH:12][CH:13]=2)=[CH:4][CH:3]=1.[C:18](O[C:18]([O:19][CH2:20][CH3:21])=[O:22])(=[O:22])[O:19][CH2:20][CH3:21]. (2) The reactants are: [Cl:1][C:2]1[C:10]([F:11])=[C:9]2[C:5]([CH:6]=[C:7]([CH:12]3[CH2:14][CH2:13]3)[NH:8]2)=[CH:4][CH:3]=1.Br[C:16]1[CH:17]=[N:18][N:19]([CH2:21][CH3:22])[CH:20]=1.P([O-])([O-])([O-])=O.[K+].[K+].[K+].CNCCNC. Given the product [Cl:1][C:2]1[C:10]([F:11])=[C:9]2[C:5]([CH:6]=[C:7]([CH:12]3[CH2:14][CH2:13]3)[N:8]2[C:16]2[CH:17]=[N:18][N:19]([CH2:21][CH3:22])[CH:20]=2)=[CH:4][CH:3]=1, predict the reactants needed to synthesize it.